This data is from Forward reaction prediction with 1.9M reactions from USPTO patents (1976-2016). The task is: Predict the product of the given reaction. (1) Given the reactants F[C:2]1[C:3]([C:9]#[N:10])=[N:4][C:5]([F:8])=[CH:6][N:7]=1.[C:11]1([CH:18]=[CH:17][C:15]([OH:16])=[CH:14][CH:13]=1)[OH:12].C(=O)([O-])[O-].[K+].[K+].Cl, predict the reaction product. The product is: [F:8][C:5]1[N:4]=[C:3]([C:9]#[N:10])[C:2]([O:12][C:11]2[CH:18]=[CH:17][C:15]([OH:16])=[CH:14][CH:13]=2)=[N:7][CH:6]=1. (2) The product is: [CH3:12][O:13][C:2]1[N:7]=[C:6]([NH2:8])[C:5]([N+:9]([O-:11])=[O:10])=[CH:4][CH:3]=1. Given the reactants Cl[C:2]1[N:7]=[C:6]([NH2:8])[C:5]([N+:9]([O-:11])=[O:10])=[CH:4][CH:3]=1.[CH3:12][O-:13].[Na+], predict the reaction product.